From a dataset of Full USPTO retrosynthesis dataset with 1.9M reactions from patents (1976-2016). Predict the reactants needed to synthesize the given product. Given the product [F:10][C:11]1[CH:12]=[C:13]([CH:16]=[CH:17][CH:18]=1)[CH2:14][NH:15][C:4](=[O:5])[CH:3]([O:8][CH3:9])[O:2][CH3:1], predict the reactants needed to synthesize it. The reactants are: [CH3:1][O:2][CH:3]([O:8][CH3:9])[C:4](OC)=[O:5].[F:10][C:11]1[CH:12]=[C:13]([CH:16]=[CH:17][CH:18]=1)[CH2:14][NH2:15].